From a dataset of Reaction yield outcomes from USPTO patents with 853,638 reactions. Predict the reaction yield, written as a fraction of the theoretical maximum amount of product (1.0 means a 100% yield; for example, 0.34 means a 34% yield). (1) The reactants are [F:1][C:2]1[CH:11]=[CH:10][C:5]([C:6]([O:8][CH3:9])=[O:7])=[CH:4][C:3]=1[OH:12].Br[CH2:14][C:15]1[CH:20]=[CH:19][C:18]([F:21])=[CH:17][CH:16]=1.C([O-])([O-])=O.[K+].[K+].C(O)C. The catalyst is O. The product is [F:1][C:2]1[CH:11]=[CH:10][C:5]([C:6]([O:8][CH3:9])=[O:7])=[CH:4][C:3]=1[O:12][CH2:14][C:15]1[CH:20]=[CH:19][C:18]([F:21])=[CH:17][CH:16]=1. The yield is 0.670. (2) The catalyst is C(Cl)(Cl)(Cl)Cl. The reactants are [Cl:1][C:2]1[CH:3]=[C:4](/[C:14](=[CH:23]\[CH:24]2[CH2:30][CH2:29][CH2:28][CH2:27][CH2:26][CH2:25]2)/[C:15]([NH:17][C:18]2[S:19][CH:20]=[CH:21][N:22]=2)=[O:16])[CH:5]=[CH:6][C:7]=1[N:8]1[C:12]([CH3:13])=[N:11][N:10]=[N:9]1.[Br:31]N1C(=O)CCC1=O.C(OOC(=O)C1C=CC=CC=1)(=O)C1C=CC=CC=1. The product is [Br:31][C:20]1[S:19][C:18]([NH:17][C:15](=[O:16])/[C:14](/[C:4]2[CH:5]=[CH:6][C:7]([N:8]3[C:12]([CH3:13])=[N:11][N:10]=[N:9]3)=[C:2]([Cl:1])[CH:3]=2)=[CH:23]/[CH:24]2[CH2:30][CH2:29][CH2:28][CH2:27][CH2:26][CH2:25]2)=[N:22][CH:21]=1. The yield is 0.330. (3) The reactants are [CH2:1]([S-:3])[CH3:2].[Na+].[NH2:5][C:6]1[CH:7]=[C:8]([CH:11]=[CH:12][C:13]=1Cl)[C:9]#[N:10]. The catalyst is CN(C=O)C.CCOC(C)=O. The product is [NH2:5][C:6]1[CH:7]=[C:8]([CH:11]=[CH:12][C:13]=1[S:3][CH2:1][CH3:2])[C:9]#[N:10]. The yield is 0.930. (4) The reactants are [CH2:1]([NH:8][C:9](=O)[C:10]1[CH:15]=[CH:14][CH:13]=[C:12]([O:16][CH3:17])[C:11]=1[O:18][CH3:19])[CH2:2][CH2:3][CH2:4][CH2:5][CH2:6][CH3:7].B. The catalyst is C1COCC1.C(OCC)C. The product is [CH3:19][O:18][C:11]1[C:12]([O:16][CH3:17])=[CH:13][CH:14]=[CH:15][C:10]=1[CH2:9][NH:8][CH2:1][CH2:2][CH2:3][CH2:4][CH2:5][CH2:6][CH3:7]. The yield is 0.550. (5) The reactants are [CH2:1]([C:3]1[C:11]2[N:10]3[C:12]([CH3:15])=[N:13][CH:14]=[C:9]3[CH:8]=[N:7][C:6]=2[N:5]([CH2:16][O:17][CH2:18][CH2:19][Si:20]([CH3:23])([CH3:22])[CH3:21])[C:4]=1[C:24]1[CH:29]=[CH:28][C:27]([C:30](=[O:32])[CH3:31])=[CH:26][CH:25]=1)[CH3:2].[CH3:33][Mg]Cl.[NH4+].[Cl-]. The catalyst is C1COCC1.O.CCOC(C)=O. The product is [CH2:1]([C:3]1[C:11]2[N:10]3[C:12]([CH3:15])=[N:13][CH:14]=[C:9]3[CH:8]=[N:7][C:6]=2[N:5]([CH2:16][O:17][CH2:18][CH2:19][Si:20]([CH3:23])([CH3:22])[CH3:21])[C:4]=1[C:24]1[CH:25]=[CH:26][C:27]([C:30]([OH:32])([CH3:33])[CH3:31])=[CH:28][CH:29]=1)[CH3:2]. The yield is 1.13. (6) The reactants are Br.[NH2:2][C:3]1[CH:8]=[C:7]([CH:9](Br)[C:10]([C:12]2[CH:17]=[CH:16][CH:15]=[C:14]([CH3:18])[CH:13]=2)=O)[CH:6]=[CH:5][N:4]=1.[F:20][C:21]1[CH:29]=[CH:28][C:24]([C:25]([NH2:27])=[S:26])=[CH:23][CH:22]=1.C(=O)([O-])O.[Na+]. The catalyst is CN(C)C=O. The product is [F:20][C:21]1[CH:29]=[CH:28][C:24]([C:25]2[S:26][C:9]([C:7]3[CH:6]=[CH:5][N:4]=[C:3]([NH2:2])[CH:8]=3)=[C:10]([C:12]3[CH:17]=[CH:16][CH:15]=[C:14]([CH3:18])[CH:13]=3)[N:27]=2)=[CH:23][CH:22]=1. The yield is 0.830. (7) The reactants are [F:1][C:2]1[CH:16]=[CH:15][CH:14]=[C:13]([F:17])[C:3]=1[O:4][CH:5]1[CH2:10][CH2:9][CH:8]([CH2:11][OH:12])[CH2:7][CH2:6]1.[F:18][C:19]1[CH:26]=[CH:25][CH:24]=[C:23](F)[C:20]=1[C:21]#[N:22].CC(C)([O-])C.[K+]. The catalyst is CN(C)C=O. The product is [F:1][C:2]1[CH:16]=[CH:15][CH:14]=[C:13]([F:17])[C:3]=1[O:4][CH:5]1[CH2:10][CH2:9][CH:8]([CH2:11][O:12][C:23]2[CH:24]=[CH:25][CH:26]=[C:19]([F:18])[C:20]=2[C:21]#[N:22])[CH2:7][CH2:6]1. The yield is 0.660.